This data is from Full USPTO retrosynthesis dataset with 1.9M reactions from patents (1976-2016). The task is: Predict the reactants needed to synthesize the given product. (1) Given the product [CH3:8][C:5]1([CH3:9])[CH2:6][CH2:7][C:2]([C:10]([O:12][CH3:13])=[O:11])([C:23]([O:22][CH3:21])=[O:24])[CH2:3][CH2:4]1, predict the reactants needed to synthesize it. The reactants are: C[C:2]1([C:10]([OH:12])=[O:11])[CH2:7][CH2:6][C:5]([CH3:9])([CH3:8])[CH2:4][CH2:3]1.[CH:13](NC(C)C)(C)C.[Li].[CH3:21][O:22][C:23](Cl)=[O:24]. (2) Given the product [Cl:14][C:10]1[C:11]([Cl:13])=[CH:12][C:7]2[O:6][CH2:5][C:4](=[O:3])[NH:15][C:8]=2[CH:9]=1, predict the reactants needed to synthesize it. The reactants are: C([O:3][C:4](=O)[CH2:5][O:6][C:7]1[CH:12]=[C:11]([Cl:13])[C:10]([Cl:14])=[CH:9][C:8]=1[N+:15]([O-])=O)C.O.O.Cl[Sn]Cl.FC(F)(F)C(O)=O.Cl. (3) Given the product [Cl:1][C:2]1[C:3]2[N:4]([C:8]([C:13]3[CH:18]=[CH:17][CH:16]=[C:15]([O:19][C:25]4[CH:26]=[CH:21][CH:22]=[C:23]([S:27]([CH:30]([CH3:32])[CH3:31])(=[O:28])=[O:29])[CH:24]=4)[CH:14]=3)=[C:9]([CH2:11][CH3:12])[N:10]=2)[CH:5]=[CH:6][CH:7]=1, predict the reactants needed to synthesize it. The reactants are: [Cl:1][C:2]1[C:3]2[N:4]([C:8]([C:13]3[CH:14]=[C:15]([OH:19])[CH:16]=[CH:17][CH:18]=3)=[C:9]([CH2:11][CH3:12])[N:10]=2)[CH:5]=[CH:6][CH:7]=1.Br[C:21]1[CH:26]=[CH:25][CH:24]=[C:23]([S:27]([CH:30]([CH3:32])[CH3:31])(=[O:29])=[O:28])[CH:22]=1. (4) The reactants are: [NH2:1][CH2:2][CH:3]([OH:5])[CH3:4].[C:6]1([CH3:15])[C:7]([C:12](Cl)=[O:13])=[CH:8][CH:9]=[CH:10][CH:11]=1. Given the product [C:6]1([CH3:15])[C:7]([C:12]([NH:1][CH2:2][CH:3]([OH:5])[CH3:4])=[O:13])=[CH:8][CH:9]=[CH:10][CH:11]=1, predict the reactants needed to synthesize it.